From a dataset of Reaction yield outcomes from USPTO patents with 853,638 reactions. Predict the reaction yield, written as a fraction of the theoretical maximum amount of product (1.0 means a 100% yield; for example, 0.34 means a 34% yield). (1) The product is [CH:1]1([CH2:4][N+:5]2([O-:35])[CH2:23][CH2:22][C@:12]34[C:13]5[C:14]6[O:21][C@H:11]3[C@@H:10]([CH2:24][OH:25])[CH2:9][CH2:8][C@@:7]4([OH:26])[C@H:6]2[CH2:19][C:18]=5[CH:17]=[CH:16][C:15]=6[OH:20])[CH2:2][CH2:3]1. The reactants are [CH:1]1([CH2:4][N:5]2[CH2:23][CH2:22][C@:12]34[C:13]5[C:14]6[O:21][C@H:11]3[C@@H:10]([CH2:24][OH:25])[CH2:9][CH2:8][C@@:7]4([OH:26])[C@H:6]2[CH2:19][C:18]=5[CH:17]=[CH:16][C:15]=6[OH:20])[CH2:3][CH2:2]1.C1C=C(Cl)C=C(C(OO)=[O:35])C=1.C([O-])([O-])=O.[K+].[K+]. The yield is 0.490. The catalyst is C(Cl)(Cl)Cl. (2) The reactants are [Br:1][C:2]1[CH:3]=[C:4]([C:9](=[O:11])[CH3:10])[C:5]([F:8])=[N:6][CH:7]=1.C(N(CC)CC)C.[F:19]C(F)(F)S(O[Si](C)(C)C)(=O)=O.F[B-](F)(F)F.F[B-](F)(F)F.ClC[N+]12CC[N+](F)(CC1)CC2. The catalyst is C1(C)C=CC=CC=1.C(#N)C. The product is [Br:1][C:2]1[CH:3]=[C:4]([C:9](=[O:11])[CH2:10][F:19])[C:5]([F:8])=[N:6][CH:7]=1. The yield is 0.790. (3) The reactants are CS(OC[CH2:7][CH2:8][C:9]1[CH:14]=[CH:13][C:12]([C:15]2[CH:20]=[CH:19][CH:18]=[C:17]([N:21]3[C:26]4[N:27]=[CH:28][C:29]([F:31])=[CH:30][C:25]=4[C:24](=[O:32])[N:23]([C@H:33]4[CH2:38][CH2:37][C@@H:36]([NH:39][C:40]([C:42]5[N:43]=[C:44]6[CH:49]=[CH:48][C:47]([F:50])=[CH:46][N:45]6[CH:51]=5)=[O:41])[CH2:35][CH2:34]4)[C:22]3=[O:52])[CH:16]=2)=[CH:11][CH:10]=1)(=O)=O.C(=O)([O-])[O-].[K+].[K+].[C:59]([N:66]1[CH2:71][CH2:70][NH:69][CH2:68][CH2:67]1)(OC(C)(C)C)=O.Cl. The catalyst is C(#N)C.O1CCOCC1.O. The product is [F:50][C:47]1[CH:48]=[CH:49][C:44]2[N:45]([CH:51]=[C:42]([C:40]([NH:39][C@H:36]3[CH2:37][CH2:38][C@@H:33]([N:23]4[C:24](=[O:32])[C:25]5[CH:30]=[C:29]([F:31])[CH:28]=[N:27][C:26]=5[N:21]([C:17]5[CH:16]=[C:15]([C:12]6[CH:11]=[CH:10][C:9]([CH2:8][CH2:7][CH2:59][N:66]7[CH2:67][CH2:68][NH:69][CH2:70][CH2:71]7)=[CH:14][CH:13]=6)[CH:20]=[CH:19][CH:18]=5)[C:22]4=[O:52])[CH2:34][CH2:35]3)=[O:41])[N:43]=2)[CH:46]=1. The yield is 0.340.